From a dataset of Full USPTO retrosynthesis dataset with 1.9M reactions from patents (1976-2016). Predict the reactants needed to synthesize the given product. (1) Given the product [C:1]([C:17]1[CH:18]=[C:19]2[C:24](=[CH:25][CH:26]=1)[N:23]=[CH:22][C:21]([C:27]([OH:29])=[O:28])=[CH:20]2)(=[O:3])[NH2:2], predict the reactants needed to synthesize it. The reactants are: [C:1](C1C2C(=CC(C(O)=O)=CC=2)NN=1)(=[O:3])[NH2:2].Br[C:17]1[CH:18]=[C:19]2[C:24](=[CH:25][CH:26]=1)[N:23]=[CH:22][C:21]([C:27]([O:29]CC)=[O:28])=[CH:20]2. (2) Given the product [C:31]1([S:28]([CH:26]=[CH:27][C:2]2[CH:3]=[CH:4][C:5]3[C:6]4[N:14]([CH2:15][CH2:16][CH2:17][O:18][CH:19]([CH3:21])[CH3:20])[C:13]([CH2:22][O:23][CH2:24][CH3:25])=[N:12][C:7]=4[CH:8]=[N:9][C:10]=3[CH:11]=2)(=[O:30])=[O:29])[CH:36]=[CH:35][CH:34]=[CH:33][CH:32]=1, predict the reactants needed to synthesize it. The reactants are: Br[C:2]1[CH:3]=[CH:4][C:5]2[C:6]3[N:14]([CH2:15][CH2:16][CH2:17][O:18][CH:19]([CH3:21])[CH3:20])[C:13]([CH2:22][O:23][CH2:24][CH3:25])=[N:12][C:7]=3[CH:8]=[N:9][C:10]=2[CH:11]=1.[CH:26]([S:28]([C:31]1[CH:36]=[CH:35][CH:34]=[CH:33][CH:32]=1)(=[O:30])=[O:29])=[CH2:27].C(N(CC)CC)C. (3) Given the product [C:1]([C:3]1[CH:7]=[CH:6][S:5][C:4]=1[CH:8]([CH2:11][CH2:12][CH3:13])[C:9]#[N:10])#[N:24], predict the reactants needed to synthesize it. The reactants are: [CH:1]([C:3]1[CH:7]=[CH:6][S:5][C:4]=1[CH:8]([CH2:11][CH2:12][CH3:13])[C:9]#[N:10])=O.Cl.NO.C([O-])(=O)C.[Na+].C1N=C[N:24](C(N2C=NC=C2)=O)C=1. (4) Given the product [F:1][C:2]1[CH:3]=[C:4]2[C:8](=[CH:9][CH:10]=1)[NH:7][CH:6]=[C:5]2[CH:11]1[CH2:15][CH2:14][NH:13][CH2:12]1, predict the reactants needed to synthesize it. The reactants are: [F:1][C:2]1[CH:3]=[C:4]2[C:8](=[CH:9][CH:10]=1)[NH:7][CH:6]=[C:5]2[CH:11]1[CH2:15][C:14](=O)[NH:13][C:12]1=O.[H-].[Al+3].[Li+].[H-].[H-].[H-]. (5) Given the product [Cl:21][C:16]1[CH:15]=[C:14]([NH:13][C:11]([C:9]2[O:8][N:7]=[C:6]([O:5][CH2:4][CH2:3][CH2:2][N:22]3[CH2:26][CH2:25][CH2:24][CH2:23]3)[CH:10]=2)=[O:12])[CH:19]=[CH:18][C:17]=1[F:20], predict the reactants needed to synthesize it. The reactants are: Br[CH2:2][CH2:3][CH2:4][O:5][C:6]1[CH:10]=[C:9]([C:11]([NH:13][C:14]2[CH:19]=[CH:18][C:17]([F:20])=[C:16]([Cl:21])[CH:15]=2)=[O:12])[O:8][N:7]=1.[NH:22]1[CH2:26][CH2:25][CH2:24][CH2:23]1.